Predict which catalyst facilitates the given reaction. From a dataset of Catalyst prediction with 721,799 reactions and 888 catalyst types from USPTO. (1) Reactant: [C@H:1]12[CH2:7][C@H:4]([NH:5][CH2:6]1)[CH2:3][S:2]2(=[O:9])=[O:8].P([O-])([O-])([O-])=O.[K+].[K+].[K+].Br[CH2:19][CH2:20][OH:21].[I-].[K+]. Product: [OH:21][CH2:20][CH2:19][N:5]1[CH2:6][C@@H:1]2[CH2:7][C@H:4]1[CH2:3][S:2]2(=[O:9])=[O:8]. The catalyst class is: 10. (2) Reactant: Cl.[NH:2]1[CH2:7][CH2:6][CH:5]([N:8]2[CH:12]=[C:11]([C:13]3[CH:36]=[CH:35][C:16]4[N:17]([C:20]5[CH:21]=[C:22]([NH:26][C:27]([NH:29][CH2:30][C:31]([F:34])([F:33])[F:32])=[O:28])[CH:23]=[CH:24][CH:25]=5)[CH:18]=[N:19][C:15]=4[CH:14]=3)[CH:10]=[N:9]2)[CH2:4][CH2:3]1.[CH3:37][N:38]1[CH:42]=[CH:41][C:40]([S:43](Cl)(=[O:45])=[O:44])=[N:39]1.C(N(CC)CC)C. Product: [CH3:37][N:38]1[CH:42]=[CH:41][C:40]([S:43]([N:2]2[CH2:3][CH2:4][CH:5]([N:8]3[CH:12]=[C:11]([C:13]4[CH:36]=[CH:35][C:16]5[N:17]([C:20]6[CH:21]=[C:22]([NH:26][C:27]([NH:29][CH2:30][C:31]([F:33])([F:32])[F:34])=[O:28])[CH:23]=[CH:24][CH:25]=6)[CH:18]=[N:19][C:15]=5[CH:14]=4)[CH:10]=[N:9]3)[CH2:6][CH2:7]2)(=[O:45])=[O:44])=[N:39]1. The catalyst class is: 382. (3) Reactant: [C:1]([O:5][C:6](=[O:31])[N:7]([CH2:13][C:14]1[C:19]([F:20])=[CH:18][C:17]([C:21]2[CH:26]=[CH:25][C:24]([C:27]#[N:28])=[CH:23][C:22]=2[CH3:29])=[CH:16][C:15]=1[F:30])[CH2:8][CH2:9][CH:10]([CH3:12])[CH3:11])([CH3:4])([CH3:3])[CH3:2].C(=O)([O-])[O-:33].[K+].[K+].OO. Product: [C:1]([O:5][C:6](=[O:31])[N:7]([CH2:13][C:14]1[C:19]([F:20])=[CH:18][C:17]([C:21]2[CH:26]=[CH:25][C:24]([C:27](=[O:33])[NH2:28])=[CH:23][C:22]=2[CH3:29])=[CH:16][C:15]=1[F:30])[CH2:8][CH2:9][CH:10]([CH3:12])[CH3:11])([CH3:2])([CH3:3])[CH3:4]. The catalyst class is: 58. (4) Reactant: [F:1][CH:2]([F:10])[C:3]1[CH:8]=[CH:7][N:6]=[C:5](O)[N:4]=1.O.P(Cl)(Cl)([Cl:14])=O. Product: [Cl:14][C:5]1[N:4]=[C:3]([CH:2]([F:10])[F:1])[CH:8]=[CH:7][N:6]=1. The catalyst class is: 2. (5) Reactant: Cl[C:2]1[C:7]([C:8]([O:10][CH2:11][CH3:12])=[O:9])=[CH:6][CH:5]=[CH:4][N:3]=1.[C:13]([C:17]1[CH:24]=[CH:23][C:20]([CH2:21][NH2:22])=[CH:19][CH:18]=1)([CH3:16])([CH3:15])[CH3:14]. Product: [CH3:16][C:13]([C:17]1[CH:18]=[CH:19][C:20]([CH2:21][NH:22][C:2]2[C:7]([C:8]([O:10][CH2:11][CH3:12])=[O:9])=[CH:6][CH:5]=[CH:4][N:3]=2)=[CH:23][CH:24]=1)([CH3:14])[CH3:15]. The catalyst class is: 162.